This data is from Catalyst prediction with 721,799 reactions and 888 catalyst types from USPTO. The task is: Predict which catalyst facilitates the given reaction. (1) Reactant: [CH3:1][N:2]([CH3:25])[CH2:3][CH2:4][O:5][C:6]1[CH:11]=[CH:10][C:9]([CH2:12][CH2:13][CH2:14][NH:15][C:16]2[C:17]([NH2:24])=[CH:18][C:19]([CH3:23])=[C:20]([CH3:22])[CH:21]=2)=[CH:8][CH:7]=1.[NH:26]1[C:34](=[O:35])[C:32](=O)[C:30](=O)[NH:29][C:27]1=[O:28].B(O)(O)O. Product: [CH3:25][N:2]([CH3:1])[CH2:3][CH2:4][O:5][C:6]1[CH:7]=[CH:8][C:9]([CH2:12][CH2:13][CH2:14][N:15]2[C:30]3[C:32]([C:34](=[O:35])[NH:26][C:27](=[O:28])[N:29]=3)=[N:24][C:17]3[CH:18]=[C:19]([CH3:23])[C:20]([CH3:22])=[CH:21][C:16]2=3)=[CH:10][CH:11]=1. The catalyst class is: 15. (2) Reactant: CN[C@@H]1[C@@H](O)[C@H]([O:10][C@@H:11]2[O:16][C@H:15]([CH2:17][OH:18])[C@H:14]([OH:19])[C@@H:13]3[O:20]C4(O[C@H]([C@@H](N)CO)[C@H](O)[C@@H](O)[C@H]4O)[O:22][C@H:12]23)[C@@H](O)[C@H](N)C1.C1[C@H](N)[C@@H](O[C@H]2O[C@H](CN)[C@@H](O)[C@H](O)[C@H]2O)[C@H](O)[C@@H](O[C@H]2O[C@H](CO)[C@@H](O)[C@H](N)[C@H]2O)[C@@H]1N.C[C@@H]1C[C@@H]([C@H](O)CC2CC(=O)NC(=O)C2)C(=O)[C@@H](C)C1. Product: [O:10]=[CH:11][C@H:12]([C@H:13]([C@@H:14]([C@@H:15]([CH2:17][OH:18])[OH:16])[OH:19])[OH:20])[OH:22]. The catalyst class is: 610. (3) Reactant: [Li+].[OH-].C([O:5][C:6](=[O:15])[CH2:7][CH2:8][C:9]1[CH2:14][CH2:13][CH2:12][CH2:11][CH:10]=1)C. Product: [C:9]1([CH2:8][CH2:7][C:6]([OH:15])=[O:5])[CH2:14][CH2:13][CH2:12][CH2:11][CH:10]=1. The catalyst class is: 36. (4) Reactant: [H-].[Na+].[C:3]([O:11][CH2:12][CH3:13])(=[O:10])[CH2:4][C:5]([O:7][CH2:8][CH3:9])=[O:6].[H][H].I[CH2:17][CH2:18][C:19]1[CH:28]=[CH:27][C:26]([O:29][CH3:30])=[C:25]2[C:20]=1[CH:21]=[CH:22][C:23](=[O:32])[N:24]2[CH3:31].Cl. Product: [CH3:30][O:29][C:26]1[CH:27]=[CH:28][C:19]([CH2:18][CH2:17][CH:4]([C:5]([O:7][CH2:8][CH3:9])=[O:6])[C:3]([O:11][CH2:12][CH3:13])=[O:10])=[C:20]2[C:25]=1[N:24]([CH3:31])[C:23](=[O:32])[CH:22]=[CH:21]2. The catalyst class is: 489. (5) Reactant: [CH2:1]([C@H:8]([NH:24][C:25](=[O:35])[C:26]1[CH:27]=[C:28]([CH:32]=[CH:33][CH:34]=1)[C:29]([OH:31])=O)[C@H:9]([OH:23])[CH2:10][NH:11][CH2:12][C:13]1[CH:18]=[CH:17][CH:16]=[C:15]([C:19]([F:22])([F:21])[F:20])[CH:14]=1)[C:2]1[CH:7]=[CH:6][CH:5]=[CH:4][CH:3]=1.CN(C(ON1N=NC2C=CC=CC1=2)=[N+](C)C)C.[B-](F)(F)(F)F.[C:58]1([CH3:69])[CH:63]=[CH:62][C:61]([CH:64]2[CH2:68][CH2:67][CH2:66][NH:65]2)=[CH:60][CH:59]=1.CCN(C(C)C)C(C)C. Product: [CH2:1]([C@H:8]([NH:24][C:25](=[O:35])[C:26]1[CH:34]=[CH:33][CH:32]=[C:28]([C:29]([N:65]2[CH2:66][CH2:67][CH2:68][CH:64]2[C:61]2[CH:62]=[CH:63][C:58]([CH3:69])=[CH:59][CH:60]=2)=[O:31])[CH:27]=1)[C@H:9]([OH:23])[CH2:10][NH:11][CH2:12][C:13]1[CH:18]=[CH:17][CH:16]=[C:15]([C:19]([F:21])([F:22])[F:20])[CH:14]=1)[C:2]1[CH:3]=[CH:4][CH:5]=[CH:6][CH:7]=1. The catalyst class is: 3. (6) Reactant: [C:1]([NH:16][C@H:17]([C:23]([O-:25])=[O:24])[CH2:18][CH2:19][C:20]([O-:22])=[O:21])(=[O:15])[CH2:2][CH2:3][CH2:4][CH2:5][CH2:6][CH2:7][CH2:8][CH2:9][CH2:10][CH2:11][CH2:12][CH2:13][CH3:14].[Na+].[Na+].[Cl-].[Al+3:29].[Cl-].[Cl-].OCC(CO)O. Product: [C:1]([NH:16][C@H:17]([C:23]([O-:25])=[O:24])[CH2:18][CH2:19][C:20]([O-:22])=[O:21])(=[O:15])[CH2:2][CH2:3][CH2:4][CH2:5][CH2:6][CH2:7][CH2:8][CH2:9][CH2:10][CH2:11][CH2:12][CH2:13][CH3:14].[Al+3:29].[C:1]([NH:16][C@H:17]([C:23]([O-:25])=[O:24])[CH2:18][CH2:19][C:20]([O-:22])=[O:21])(=[O:15])[CH2:2][CH2:3][CH2:4][CH2:5][CH2:6][CH2:7][CH2:8][CH2:9][CH2:10][CH2:11][CH2:12][CH2:13][CH3:14].[C:1]([NH:16][C@H:17]([C:23]([O-:25])=[O:24])[CH2:18][CH2:19][C:20]([O-:22])=[O:21])(=[O:15])[CH2:2][CH2:3][CH2:4][CH2:5][CH2:6][CH2:7][CH2:8][CH2:9][CH2:10][CH2:11][CH2:12][CH2:13][CH3:14].[Al+3:29]. The catalyst class is: 6.